The task is: Predict the product of the given reaction.. This data is from Forward reaction prediction with 1.9M reactions from USPTO patents (1976-2016). Given the reactants [CH3:1][C:2]1[N:3]([CH2:29][C:30]([O:32]CC)=[O:31])[C:4]([CH3:28])=[C:5]([CH2:13][C:14]2[CH:19]=[CH:18][CH:17]=[CH:16][C:15]=2[S:20]([N:23]2[CH2:27][CH2:26][CH2:25][CH2:24]2)(=[O:22])=[O:21])[C:6]=1[C:7]1[CH:12]=[CH:11][CH:10]=[CH:9][CH:8]=1.[OH-].[Na+], predict the reaction product. The product is: [CH3:1][C:2]1[N:3]([CH2:29][C:30]([OH:32])=[O:31])[C:4]([CH3:28])=[C:5]([CH2:13][C:14]2[CH:19]=[CH:18][CH:17]=[CH:16][C:15]=2[S:20]([N:23]2[CH2:27][CH2:26][CH2:25][CH2:24]2)(=[O:21])=[O:22])[C:6]=1[C:7]1[CH:12]=[CH:11][CH:10]=[CH:9][CH:8]=1.